Predict which catalyst facilitates the given reaction. From a dataset of Catalyst prediction with 721,799 reactions and 888 catalyst types from USPTO. (1) Reactant: [OH-].[Na+].C[O:4][C:5](=[O:49])[CH:6]([O:14][C:15]1[CH:24]=[CH:23][C:22]2[C:17](=[CH:18][CH:19]=[C:20]([CH2:25][NH:26][C:27]([C:29]3[C:33]4[CH:34]=[CH:35][CH:36]=[CH:37][C:32]=4[O:31][C:30]=3[CH2:38][CH2:39][CH2:40][CH3:41])=[O:28])[CH:21]=2)[C:16]=1[C:42]1[CH:47]=[CH:46][C:45]([Cl:48])=[CH:44][CH:43]=1)[CH2:7][C:8]1[CH:13]=[CH:12][CH:11]=[CH:10][CH:9]=1.O.Cl. Product: [CH2:38]([C:30]1[O:31][C:32]2[CH:37]=[CH:36][CH:35]=[CH:34][C:33]=2[C:29]=1[C:27]([NH:26][CH2:25][C:20]1[CH:21]=[C:22]2[C:17](=[CH:18][CH:19]=1)[C:16]([C:42]1[CH:47]=[CH:46][C:45]([Cl:48])=[CH:44][CH:43]=1)=[C:15]([O:14][CH:6]([CH2:7][C:8]1[CH:9]=[CH:10][CH:11]=[CH:12][CH:13]=1)[C:5]([OH:49])=[O:4])[CH:24]=[CH:23]2)=[O:28])[CH2:39][CH2:40][CH3:41]. The catalyst class is: 5. (2) Reactant: [Cl:1][C:2]1[N:3]=[C:4]([N:17]2[CH2:22][CH2:21][O:20][CH2:19][CH2:18]2)[C:5]2[O:10][C:9]3[N:11]=[CH:12][C:13]([CH:15]=O)=[CH:14][C:8]=3[C:6]=2[N:7]=1.[NH:23]1[CH2:28][CH2:27][O:26][CH2:25][CH2:24]1.[BH-](OC(C)=O)(OC(C)=O)OC(C)=O.[Na+].[BH3-]C#N.[Na+]. Product: [Cl:1][C:2]1[N:3]=[C:4]([N:17]2[CH2:18][CH2:19][O:20][CH2:21][CH2:22]2)[C:5]2[O:10][C:9]3[N:11]=[CH:12][C:13]([CH2:15][N:23]4[CH2:28][CH2:27][O:26][CH2:25][CH2:24]4)=[CH:14][C:8]=3[C:6]=2[N:7]=1. The catalyst class is: 3. (3) Reactant: Br[C:2]1[C:3]([O:31][CH3:32])=[CH:4][C:5]2[CH2:6][CH2:7][N:8]3[C:14]4[C:15](=[O:25])[N:16]([C:21]([CH3:24])([CH3:23])[CH3:22])[CH2:17][CH2:18][O:19][CH2:20][C:13]=4[C:12]([C:26]4[S:30][CH:29]=[N:28][CH:27]=4)=[C:9]3[C:10]=2[CH:11]=1.[F:33][C:34]1[CH:39]=[CH:38][CH:37]=[C:36]([Sn](CCCC)(CCCC)CCCC)[N:35]=1. Product: [C:21]([N:16]1[C:15](=[O:25])[C:14]2[N:8]3[CH2:7][CH2:6][C:5]4[CH:4]=[C:3]([O:31][CH3:32])[C:2]([C:36]5[CH:37]=[CH:38][CH:39]=[C:34]([F:33])[N:35]=5)=[CH:11][C:10]=4[C:9]3=[C:12]([C:26]3[S:30][CH:29]=[N:28][CH:27]=3)[C:13]=2[CH2:20][O:19][CH2:18][CH2:17]1)([CH3:22])([CH3:23])[CH3:24]. The catalyst class is: 109. (4) Reactant: [CH3:1][C:2]1([CH3:33])[CH2:7][CH2:6][CH:5]([C:8]2[S:9][C:10]3[N:11]=[C:12]([CH3:32])[N:13]=[C:14]([CH2:17][N:18]4[CH2:23][C@@H:22]5[CH2:24][C@H:19]4[CH2:20][N:21]5C(OC(C)(C)C)=O)[C:15]=3[N:16]=2)[CH2:4][CH2:3]1.FC(F)(F)C(O)=O.C(=O)(O)[O-].[Na+]. Product: [C@H:19]12[CH2:24][C@H:22]([NH:21][CH2:20]1)[CH2:23][N:18]2[CH2:17][C:14]1[C:15]2[N:16]=[C:8]([CH:5]3[CH2:6][CH2:7][C:2]([CH3:33])([CH3:1])[CH2:3][CH2:4]3)[S:9][C:10]=2[N:11]=[C:12]([CH3:32])[N:13]=1. The catalyst class is: 2. (5) Reactant: [CH3:1][O:2][C:3]1[CH:4]=[C:5]2[C:10](=[CH:11][C:12]=1[O:13][CH3:14])[N:9]=[CH:8][CH:7]=[C:6]2[O:15][C:16]1[CH:22]=[CH:21][C:19]([NH2:20])=[CH:18][CH:17]=1.C1(C)C=CC=CC=1.[CH2:30]([N:32]([CH2:35]C)[CH2:33]C)[CH3:31].ClC(Cl)([O:40][C:41](=O)[O:42]C(Cl)(Cl)Cl)Cl.CN(C)CCO. Product: [CH3:1][O:2][C:3]1[CH:4]=[C:5]2[C:10](=[CH:11][C:12]=1[O:13][CH3:14])[N:9]=[CH:8][CH:7]=[C:6]2[O:15][C:16]1[CH:22]=[CH:21][C:19]([NH:20][C:41](=[O:40])[O:42][CH2:31][CH2:30][N:32]([CH3:35])[CH3:33])=[CH:18][CH:17]=1. The catalyst class is: 2. (6) Reactant: [C:1](Cl)([C:3](Cl)=O)=O.[OH:7][CH2:8][C:9]1[CH:10]=[C:11]2[C:16](=[CH:17][CH:18]=1)[NH:15][C:14](=[O:19])[C:13]([C:20]1[S:21][CH:22]=[CH:23][CH:24]=1)=[N:12]2. Product: [N:12]1([CH2:8][C:9]2[CH:10]=[C:11]3[C:16](=[CH:17][CH:18]=2)[NH:15][C:14](=[O:19])[C:13]([C:20]2[S:21][CH:22]=[CH:23][CH:24]=2)=[N:12]3)[CH2:3][CH2:1][CH2:9][CH2:10][CH2:11]1.[O:19]=[C:14]1[C:13]([C:20]2[S:21][CH:22]=[CH:23][CH:24]=2)=[N:12][C:11]2[C:16](=[CH:17][CH:18]=[C:9]([CH:8]=[O:7])[CH:10]=2)[NH:15]1. The catalyst class is: 16. (7) Reactant: Cl[C:2]1[C:7]2=[CH:8][N:9]([CH3:11])[N:10]=[C:6]2[CH:5]=[C:4]([Cl:12])[N:3]=1.[OH:13][C@@H:14]([C@H:16]1[CH2:20][N:19]([C@H:21]([C:23]2[CH:28]=[CH:27][C:26]([O:29][CH3:30])=[CH:25][CH:24]=2)[CH3:22])[C:18](=[O:31])[CH2:17]1)[CH3:15].[H-].[Na+]. Product: [Cl:12][C:4]1[N:3]=[C:2]([O:13][C@@H:14]([C@H:16]2[CH2:20][N:19]([C@H:21]([C:23]3[CH:24]=[CH:25][C:26]([O:29][CH3:30])=[CH:27][CH:28]=3)[CH3:22])[C:18](=[O:31])[CH2:17]2)[CH3:15])[C:7]2=[CH:8][N:9]([CH3:11])[N:10]=[C:6]2[CH:5]=1. The catalyst class is: 12. (8) Reactant: [Br:1][C:2]1[CH:3]=[C:4]([NH:8][C@H:9]([C:12]2[CH:17]=[CH:16][CH:15]=[CH:14][CH:13]=2)[CH2:10][NH2:11])[CH:5]=[N:6][CH:7]=1.C(N(CC)C(C)C)(C)C.[CH3:27][S:28](Cl)(=[O:30])=[O:29]. Product: [Br:1][C:2]1[CH:3]=[C:4]([NH:8][C@H:9]([C:12]2[CH:17]=[CH:16][CH:15]=[CH:14][CH:13]=2)[CH2:10][NH:11][S:28]([CH3:27])(=[O:30])=[O:29])[CH:5]=[N:6][CH:7]=1. The catalyst class is: 46.